Dataset: Forward reaction prediction with 1.9M reactions from USPTO patents (1976-2016). Task: Predict the product of the given reaction. (1) Given the reactants [C:1]([CH2:4][CH2:5][NH:6][C:7]1[CH:12]=[CH:11][C:10]([C:13]2[CH:14]=[C:15]([C:20]3[CH:25]=[CH:24][C:23]([C:26]([O:28][CH2:29][CH3:30])=[O:27])=[CH:22][CH:21]=3)[CH:16]=[CH:17][C:18]=2[OH:19])=[CH:9][C:8]=1[C:31]([CH3:34])([CH3:33])[CH3:32])(=[O:3])[CH3:2].C(=O)([O-])[O-].[Cs+].[Cs+].Br[CH2:42][CH2:43][CH2:44][CH2:45][O:46][Si:47]([C:50]([CH3:53])([CH3:52])[CH3:51])([CH3:49])[CH3:48], predict the reaction product. The product is: [C:1]([CH2:4][CH2:5][NH:6][C:7]1[CH:12]=[CH:11][C:10]([C:13]2[CH:14]=[C:15]([C:20]3[CH:21]=[CH:22][C:23]([C:26]([O:28][CH2:29][CH3:30])=[O:27])=[CH:24][CH:25]=3)[CH:16]=[CH:17][C:18]=2[O:19][CH2:42][CH2:43][CH2:44][CH2:45][O:46][Si:47]([C:50]([CH3:51])([CH3:53])[CH3:52])([CH3:48])[CH3:49])=[CH:9][C:8]=1[C:31]([CH3:33])([CH3:32])[CH3:34])(=[O:3])[CH3:2]. (2) Given the reactants C(OC(=O)[NH:7][C:8]1[CH:13]=[CH:12][C:11]([CH3:14])=[C:10]([NH:15][C:16]2[C:21]([C:22]3[CH:27]=[CH:26][N:25]=[CH:24][N:23]=3)=[CH:20][CH:19]=[CH:18][N:17]=2)[CH:9]=1)(C)(C)C.C(Cl)Cl.C(O)(C(F)(F)F)=O, predict the reaction product. The product is: [CH3:14][C:11]1[CH:12]=[CH:13][C:8]([NH2:7])=[CH:9][C:10]=1[NH:15][C:16]1[C:21]([C:22]2[CH:27]=[CH:26][N:25]=[CH:24][N:23]=2)=[CH:20][CH:19]=[CH:18][N:17]=1. (3) Given the reactants [CH3:1][CH2:2][CH2:3][CH:4]([NH:8][C:9]([C:11]1[CH:12]=[CH:13][C:14]2[O:18][C:17]([SH:19])=[N:16][C:15]=2[CH:20]=1)=[O:10])[CH2:5][CH2:6][CH3:7].N[C:22]1C=C(C=CC=1O)C(NC(CCC)CCC)=O, predict the reaction product. The product is: [CH3:7][CH2:6][CH2:5][CH:4]([NH:8][C:9]([C:11]1[CH:12]=[CH:13][C:14]2[O:18][C:17]([S:19][CH3:22])=[N:16][C:15]=2[CH:20]=1)=[O:10])[CH2:3][CH2:2][CH3:1]. (4) Given the reactants [C:1]([C:4]1[CH:5]=[CH:6][C:7]2[O:11][C:10]([C:12]([NH:14][C:15]3[CH:20]=[CH:19][C:18]([Cl:21])=[CH:17][N:16]=3)=[O:13])=[C:9]([NH:22][C:23]([C@H:25]3[CH2:30][CH2:29][C@H:28]([N:31]([CH:33]=[O:34])[CH3:32])[CH2:27][CH2:26]3)=[O:24])[C:8]=2[CH:35]=1)(O)=[O:2].Cl.[CH3:37][NH:38][CH3:39].ON1C2C=CC=CC=2N=N1.C(=O)([O-])O.[Na+], predict the reaction product. The product is: [CH3:37][N:38]([CH3:39])[C:1]([C:4]1[CH:5]=[CH:6][C:7]2[O:11][C:10]([C:12]([NH:14][C:15]3[CH:20]=[CH:19][C:18]([Cl:21])=[CH:17][N:16]=3)=[O:13])=[C:9]([NH:22][C:23]([C@H:25]3[CH2:26][CH2:27][C@H:28]([N:31]([CH:33]=[O:34])[CH3:32])[CH2:29][CH2:30]3)=[O:24])[C:8]=2[CH:35]=1)=[O:2].